From a dataset of Reaction yield outcomes from USPTO patents with 853,638 reactions. Predict the reaction yield, written as a fraction of the theoretical maximum amount of product (1.0 means a 100% yield; for example, 0.34 means a 34% yield). The reactants are [C:1]([O:6][CH3:7])(=[O:5])[C:2]([CH3:4])=[CH2:3].[CH:8]([Br:11])(Br)[Br:9]. The catalyst is [Cl-].C([N+](CC)(CC)CC)C1C=CC=CC=1.[OH-].[Na+]. The product is [Br:9][C:8]1([Br:11])[CH2:3][C:2]1([CH3:4])[C:1]([O:6][CH3:7])=[O:5]. The yield is 0.930.